From a dataset of Full USPTO retrosynthesis dataset with 1.9M reactions from patents (1976-2016). Predict the reactants needed to synthesize the given product. Given the product [CH3:10][C:11]1[CH:30]=[C:29]([C:31]([F:33])([F:32])[F:34])[CH:28]=[CH:27][C:12]=1[O:13][C:14]1[CH:15]=[CH:16][C:17]([C:20]2[C:21]3=[N:26][S:6](=[O:8])(=[O:7])[CH2:5][CH2:4][N:22]3[CH:23]=[CH:24][CH:25]=2)=[CH:18][CH:19]=1, predict the reactants needed to synthesize it. The reactants are: [H-].[Na+].Cl[CH2:4][CH2:5][S:6](Cl)(=[O:8])=[O:7].[CH3:10][C:11]1[CH:30]=[C:29]([C:31]([F:34])([F:33])[F:32])[CH:28]=[CH:27][C:12]=1[O:13][C:14]1[CH:19]=[CH:18][C:17]([C:20]2[C:21]([NH2:26])=[N:22][CH:23]=[CH:24][CH:25]=2)=[CH:16][CH:15]=1.